Predict the product of the given reaction. From a dataset of Forward reaction prediction with 1.9M reactions from USPTO patents (1976-2016). (1) Given the reactants [F:1][C:2]1[CH:3]=[C:4]([C:26](=O)[CH3:27])[CH:5]=[CH:6][C:7]=1[C:8]1[S:9][C:10]2[C:15]([N:16]=1)=[CH:14][CH:13]=[C:12]([C:17]1([C:20]3[CH:25]=[CH:24][CH:23]=[CH:22][CH:21]=3)[CH2:19][CH2:18]1)[N:11]=2.Cl.[NH:30]1[CH2:33][CH:32]([C:34]([O:36][CH3:37])=[O:35])[CH2:31]1, predict the reaction product. The product is: [F:1][C:2]1[CH:3]=[C:4]([CH:26]([N:30]2[CH2:33][CH:32]([C:34]([O:36][CH3:37])=[O:35])[CH2:31]2)[CH3:27])[CH:5]=[CH:6][C:7]=1[C:8]1[S:9][C:10]2[C:15]([N:16]=1)=[CH:14][CH:13]=[C:12]([C:17]1([C:20]3[CH:25]=[CH:24][CH:23]=[CH:22][CH:21]=3)[CH2:19][CH2:18]1)[N:11]=2. (2) Given the reactants [C:1]1([C:11]2[CH:16]=[CH:15][CH:14]=[CH:13][CH:12]=2)[CH:6]=[CH:5][C:4]([CH2:7][C:8]([OH:10])=O)=[CH:3][CH:2]=1.[CH3:17][O:18][C:19](=[O:27])[C:20]1[CH:25]=[CH:24][CH:23]=[C:22]([NH2:26])[CH:21]=1.C1C=CC2N(O)N=NC=2C=1.CCN(C(C)C)C(C)C, predict the reaction product. The product is: [CH3:17][O:18][C:19](=[O:27])[C:20]1[CH:25]=[CH:24][CH:23]=[C:22]([NH:26][C:8](=[O:10])[CH2:7][C:4]2[CH:3]=[CH:2][C:1]([C:11]3[CH:16]=[CH:15][CH:14]=[CH:13][CH:12]=3)=[CH:6][CH:5]=2)[CH:21]=1. (3) Given the reactants Cl[CH2:2][C:3]1[CH:4]=[C:5]([C:9]2[CH:10]=[C:11]3[C:16](=[CH:17][CH:18]=2)[N:15]([CH3:19])[C:14](=[O:20])[CH2:13][CH2:12]3)[CH:6]=[N:7][CH:8]=1.C([O-])([O-])=O.[K+].[K+].[CH2:27]([C:29]1([NH2:33])[CH2:32][O:31][CH2:30]1)[CH3:28], predict the reaction product. The product is: [CH2:27]([C:29]1([NH:33][CH2:2][C:3]2[CH:4]=[C:5]([C:9]3[CH:10]=[C:11]4[C:16](=[CH:17][CH:18]=3)[N:15]([CH3:19])[C:14](=[O:20])[CH2:13][CH2:12]4)[CH:6]=[N:7][CH:8]=2)[CH2:32][O:31][CH2:30]1)[CH3:28]. (4) Given the reactants C(OC([N:8]1[C:12]2[CH:13]=[CH:14][CH:15]=[CH:16][C:11]=2[N:10]=[C:9]1[CH2:17][NH:18][CH:19]1[C:28]2[N:27]=[CH:26][CH:25]=[CH:24][C:23]=2[CH2:22][CH2:21][CH2:20]1)=O)(C)(C)C.[N:29]1[CH:34]=[CH:33][CH:32]=[CH:31][C:30]=1[C:35]1[CH:40]=[CH:39][C:38]([CH:41]=O)=[CH:37][CH:36]=1.[BH-](OC(C)=O)(OC(C)=O)OC(C)=O.[Na+], predict the reaction product. The product is: [NH:10]1[C:11]2[CH:16]=[CH:15][CH:14]=[CH:13][C:12]=2[N:8]=[C:9]1[CH2:17][N:18]([CH2:41][C:38]1[CH:37]=[CH:36][C:35]([C:30]2[CH:31]=[CH:32][CH:33]=[CH:34][N:29]=2)=[CH:40][CH:39]=1)[CH:19]1[C:28]2[N:27]=[CH:26][CH:25]=[CH:24][C:23]=2[CH2:22][CH2:21][CH2:20]1. (5) Given the reactants [F:1][C:2]1[CH:20]=[CH:19][C:5]([CH2:6][N:7]2[C:15]3[C:10](=[CH:11][CH:12]=[CH:13][CH:14]=3)[CH:9]=[C:8]2[C:16](O)=[O:17])=[CH:4][CH:3]=1.CCN(C(C)C)C(C)C.C(Cl)CCl.C1C=CC2N(O)N=NC=2C=1.[NH:44]1[CH2:49][CH2:48][CH:47]([CH2:50][OH:51])[CH2:46][CH2:45]1, predict the reaction product. The product is: [F:1][C:2]1[CH:20]=[CH:19][C:5]([CH2:6][N:7]2[C:15]3[C:10](=[CH:11][CH:12]=[CH:13][CH:14]=3)[CH:9]=[C:8]2[C:16]([N:44]2[CH2:49][CH2:48][CH:47]([CH2:50][OH:51])[CH2:46][CH2:45]2)=[O:17])=[CH:4][CH:3]=1. (6) Given the reactants C([O:4][CH2:5][C:6]1[C:11]([C:12]2[CH:17]=[C:16]([NH:18][C:19]3[CH:24]=[CH:23][C:22]([CH:25]4[CH2:30][CH2:29][N:28]([CH:31]([CH3:33])[CH3:32])[CH2:27][CH2:26]4)=[CH:21][N:20]=3)[C:15](=[O:34])[N:14]([CH3:35])[N:13]=2)=[CH:10][CH:9]=[CH:8][C:7]=1[N:36]1[N:45]=[CH:44][C:43]2[C:38](=[C:39]([F:50])[CH:40]=[C:41]([C:46]([CH3:49])([CH3:48])[CH3:47])[CH:42]=2)[C:37]1=[O:51])(=O)C.[OH-].[Na+], predict the reaction product. The product is: [C:46]([C:41]1[CH:42]=[C:43]2[C:38](=[C:39]([F:50])[CH:40]=1)[C:37](=[O:51])[N:36]([C:7]1[CH:8]=[CH:9][CH:10]=[C:11]([C:12]3[CH:17]=[C:16]([NH:18][C:19]4[N:20]=[CH:21][C:22]([CH:25]5[CH2:30][CH2:29][N:28]([CH:31]([CH3:32])[CH3:33])[CH2:27][CH2:26]5)=[CH:23][CH:24]=4)[C:15](=[O:34])[N:14]([CH3:35])[N:13]=3)[C:6]=1[CH2:5][OH:4])[N:45]=[CH:44]2)([CH3:48])([CH3:49])[CH3:47]. (7) Given the reactants Br[C:2]1[N:7]=[C:6]([NH:8][C:9](=[O:15])[O:10][C:11]([CH3:14])([CH3:13])[CH3:12])[CH:5]=[CH:4][CH:3]=1.[Li]C.[Li]CCCC.CN([CH:26]=[O:27])C, predict the reaction product. The product is: [CH:26]([C:2]1[N:7]=[C:6]([NH:8][C:9](=[O:15])[O:10][C:11]([CH3:14])([CH3:13])[CH3:12])[CH:5]=[CH:4][CH:3]=1)=[O:27]. (8) Given the reactants [F:1][C:2]1[CH:7]=[CH:6][C:5]([CH3:8])=[CH:4][C:3]=1[NH:9][C:10]([NH:12][C:13]1[CH:39]=[CH:38][C:16]([O:17][C:18]2[CH:23]=[CH:22][N:21]=[C:20]3[CH:24]=[C:25]([C:27]([NH:29][CH2:30][CH2:31][CH2:32][C:33]([O:35]CC)=[O:34])=[O:28])[S:26][C:19]=23)=[CH:15][CH:14]=1)=[O:11].[OH-].[Na+].O.Cl, predict the reaction product. The product is: [F:1][C:2]1[CH:7]=[CH:6][C:5]([CH3:8])=[CH:4][C:3]=1[NH:9][C:10]([NH:12][C:13]1[CH:14]=[CH:15][C:16]([O:17][C:18]2[CH:23]=[CH:22][N:21]=[C:20]3[CH:24]=[C:25]([C:27]([NH:29][CH2:30][CH2:31][CH2:32][C:33]([OH:35])=[O:34])=[O:28])[S:26][C:19]=23)=[CH:38][CH:39]=1)=[O:11].